Dataset: Full USPTO retrosynthesis dataset with 1.9M reactions from patents (1976-2016). Task: Predict the reactants needed to synthesize the given product. (1) Given the product [Cl:8][C:7]1[CH:6]=[CH:5][C:4]([C:9]([F:12])([F:11])[F:10])=[CH:3][C:2]=1[C@H:32]1[N:36]([C:37]([O:39][C:40]([CH3:41])([CH3:42])[CH3:43])=[O:38])[C@H:35]([C:44]([O:46][CH2:47][CH3:48])=[O:45])[CH2:34][CH2:33]1, predict the reactants needed to synthesize it. The reactants are: Br[C:2]1[CH:3]=[C:4]([C:9]([F:12])([F:11])[F:10])[CH:5]=[CH:6][C:7]=1[Cl:8].C([Mg]Br)(C)C.S(C)C.B(F)(F)F.CCOCC.CO[CH:32]1[N:36]([C:37]([O:39][C:40]([CH3:43])([CH3:42])[CH3:41])=[O:38])[C@H:35]([C:44]([O:46][CH2:47][CH3:48])=[O:45])[CH2:34][CH2:33]1.[NH4+].[Cl-].[NH4+].[OH-]. (2) Given the product [F:10][C:14]([CH3:44])([CH3:43])[CH2:15][N:16]1[CH2:21][CH2:20][C:19]2([CH2:24][C:23]3([O:42][C:27]4=[CH:28][N:29]=[C:30]([C:32]5[CH:37]=[CH:36][C:35]([S:38]([CH3:41])(=[O:40])=[O:39])=[CH:34][CH:33]=5)[CH:31]=[C:26]4[CH2:25]3)[CH2:22]2)[CH2:18][CH2:17]1, predict the reactants needed to synthesize it. The reactants are: COCC[S](F)(F)([F:10])CCOC.O[C:14]([CH3:44])([CH3:43])[CH2:15][N:16]1[CH2:21][CH2:20][C:19]2([CH2:24][C:23]3([O:42][C:27]4=[CH:28][N:29]=[C:30]([C:32]5[CH:37]=[CH:36][C:35]([S:38]([CH3:41])(=[O:40])=[O:39])=[CH:34][CH:33]=5)[CH:31]=[C:26]4[CH2:25]3)[CH2:22]2)[CH2:18][CH2:17]1.O. (3) Given the product [CH3:27][N:25]([CH3:26])[NH:24][C:12]1[CH:6]([C:2]2[S:1][CH:5]=[CH:4][CH:3]=2)[N:7]=[C:8]([C:18]2[S:19][CH:20]=[CH:21][CH:22]=2)[C:9]2[CH:17]=[CH:16][CH:15]=[N:14][C:10]=2[N:11]=1, predict the reactants needed to synthesize it. The reactants are: [S:1]1[CH:5]=[CH:4][CH:3]=[C:2]1[CH:6]1[C:12](=O)[NH:11][C:10]2[N:14]=[CH:15][CH:16]=[CH:17][C:9]=2[C:8]([C:18]2[S:19][CH:20]=[CH:21][CH:22]=2)=[N:7]1.C[NH:24][NH:25][CH3:26].[CH2:27]1COCC1. (4) The reactants are: [C:1](=O)([O-])[O-].[K+].[K+].[C:7]([O:11][C:12](=[O:28])[NH:13][C:14]1[CH:26]=[CH:25][C:24]2[C:23]3[C:18](=[CH:19][C:20]([NH2:27])=[CH:21][CH:22]=3)[CH2:17][C:16]=2[CH:15]=1)([CH3:10])([CH3:9])[CH3:8].[CH2:29](I)[CH2:30][CH3:31].[C:33](#N)[CH3:34]. Given the product [CH2:29]([NH:27][C:20]1[CH:19]=[C:18]2[C:23]([C:24]3[CH:25]=[CH:26][C:14]([NH:13][C:12](=[O:28])[O:11][C:7]([CH3:10])([CH3:8])[CH3:9])=[CH:15][C:16]=3[CH2:17]2)=[CH:22][CH:21]=1)[CH2:30][CH3:31].[C:7]([O:11][C:12](=[O:28])[NH:13][C:14]1[CH:26]=[CH:25][C:24]2[C:23]3[C:18](=[CH:19][C:20]([N:27]([CH2:1][CH2:33][CH3:34])[CH2:29][CH2:30][CH3:31])=[CH:21][CH:22]=3)[CH2:17][C:16]=2[CH:15]=1)([CH3:10])([CH3:8])[CH3:9], predict the reactants needed to synthesize it. (5) Given the product [F:1][CH:2]([F:15])[O:3][C:4]1[CH:5]=[C:6]([NH:14][CH2:21][C:20]2[S:16][CH:17]=[N:18][CH:19]=2)[CH:7]=[CH:8][C:9]=1[O:10][CH:11]([F:12])[F:13], predict the reactants needed to synthesize it. The reactants are: [F:1][CH:2]([F:15])[O:3][C:4]1[CH:5]=[C:6]([NH2:14])[CH:7]=[CH:8][C:9]=1[O:10][CH:11]([F:13])[F:12].[S:16]1[C:20]([CH:21]=O)=[CH:19][N:18]=[CH:17]1.ClC(Cl)C.[BH-](OC(C)=O)(OC(C)=O)OC(C)=O.[Na+].